Predict the reaction yield, written as a fraction of the theoretical maximum amount of product (1.0 means a 100% yield; for example, 0.34 means a 34% yield). From a dataset of Reaction yield outcomes from USPTO patents with 853,638 reactions. (1) The reactants are Br[C:2]1[CH:3]=[CH:4][C:5]2[C:11]3[N:12]=[C:13]([N:15]4[C:19]([CH3:21])([CH3:20])[CH2:18][NH:17][C:16]4=[O:22])[S:14][C:10]=3[CH2:9][CH2:8][O:7][C:6]=2[CH:23]=1.[CH3:24][C:25]([OH:42])([CH3:41])[CH2:26][N:27]1[CH:31]=[C:30](B2OC(C)(C)C(C)(C)O2)[CH:29]=[N:28]1. No catalyst specified. The product is [OH:42][C:25]([CH3:41])([CH3:24])[CH2:26][N:27]1[CH:31]=[C:30]([C:2]2[CH:3]=[CH:4][C:5]3[C:11]4[N:12]=[C:13]([N:15]5[C:19]([CH3:21])([CH3:20])[CH2:18][NH:17][C:16]5=[O:22])[S:14][C:10]=4[CH2:9][CH2:8][O:7][C:6]=3[CH:23]=2)[CH:29]=[N:28]1. The yield is 0.120. (2) The reactants are Cl[CH2:2][C:3]1[N:4]=[C:5]([NH:8][C:9](=[O:13])[O:10][CH2:11][CH3:12])[S:6][CH:7]=1.[O:14]1CCOCC1. The catalyst is O. The product is [OH:14][CH2:2][C:3]1[N:4]=[C:5]([NH:8][C:9](=[O:13])[O:10][CH2:11][CH3:12])[S:6][CH:7]=1. The yield is 0.982. (3) The reactants are [F:1][C:2]1[CH:3]=[C:4]([NH:14][C:15](=[O:20])[CH2:16][C:17](=O)[CH3:18])[CH:5]=[CH:6][C:7]=1[N:8]1[CH2:13][CH2:12][O:11][CH2:10][CH2:9]1.[CH3:21][O:22][C:23]1[CH:24]=[C:25]([CH:31]=[CH:32][CH:33]=1)[O:26][CH2:27][C:28]([NH2:30])=O.C1(C)C=CC=CC=1.[NH4+].[Cl-]. The yield is 0.400. The product is [F:1][C:2]1[CH:3]=[C:4]([N:14]2[C:15](=[O:20])[CH:16]=[C:17]([CH3:18])[N:30]=[C:28]2[CH2:27][O:26][C:25]2[CH:31]=[CH:32][CH:33]=[C:23]([O:22][CH3:21])[CH:24]=2)[CH:5]=[CH:6][C:7]=1[N:8]1[CH2:13][CH2:12][O:11][CH2:10][CH2:9]1. The catalyst is C1(C)C(C)=CC=CC=1.C([O-])(C)C.C([O-])(C)C.C([O-])(C)C.C([O-])(C)C.[Ti+4]. (4) The reactants are [N:1]1[CH:6]=[CH:5][CH:4]=[CH:3][C:2]=1[C:7](=[S:9])[NH2:8].Br[CH2:11][C:12](=O)[C:13]([O:15][CH2:16][CH3:17])=[O:14]. The catalyst is C(O)C. The product is [N:1]1[CH:6]=[CH:5][CH:4]=[CH:3][C:2]=1[C:7]1[S:9][CH:11]=[C:12]([C:13]([O:15][CH2:16][CH3:17])=[O:14])[N:8]=1. The yield is 0.330. (5) The reactants are [C:1]1([P:7]2(=[O:14])[CH2:11][CH2:10][CH2:9][CH:8]2[CH2:12]O)[CH:6]=[CH:5][CH:4]=[CH:3][CH:2]=1. The catalyst is C(Cl)Cl. The product is [C:1]1([P:7]2(=[O:14])[CH2:11][CH2:10][CH2:9][C:8]2=[CH2:12])[CH:2]=[CH:3][CH:4]=[CH:5][CH:6]=1. The yield is 0.750. (6) The reactants are [CH2:1]([O:8][C:9]1[CH:10]=[C:11]([CH2:17]O)[CH:12]=[C:13]([O:15][CH3:16])[CH:14]=1)[C:2]1[CH:7]=[CH:6][CH:5]=[CH:4][CH:3]=1.CC(C)(O)[C:21]#[N:22].C(P(CCCC)CCCC)CCC.N(C(N1CCCCC1)=O)=NC(N1CCCCC1)=O. The product is [CH2:1]([O:8][C:9]1[CH:10]=[C:11]([CH2:17][C:21]#[N:22])[CH:12]=[C:13]([O:15][CH3:16])[CH:14]=1)[C:2]1[CH:3]=[CH:4][CH:5]=[CH:6][CH:7]=1. The catalyst is O1CCCC1. The yield is 0.700. (7) The reactants are [C@@H:1]1([NH2:8])[CH2:6][CH2:5][CH2:4][CH2:3][C@H:2]1[NH2:7].[CH2:9](O)[CH:10](O)[CH2:11][CH3:12]. The catalyst is C[C-]1C(C)=C(C)C(C)=C1C.C[C-]1C(C)=C(C)C(C)=C1C.[Cl-].[Cl-].[Cl-].[Cl-].[Ir+3].[Ir+3].C(=O)(O)[O-].[Na+]. The product is [CH2:10]([C@@H:11]1[CH2:12][NH:8][C@@H:1]2[C@H:2]([CH2:3][CH2:4][CH2:5][CH2:6]2)[NH:7]1)[CH3:9]. The yield is 0.690.